Dataset: Reaction yield outcomes from USPTO patents with 853,638 reactions. Task: Predict the reaction yield, written as a fraction of the theoretical maximum amount of product (1.0 means a 100% yield; for example, 0.34 means a 34% yield). (1) The reactants are Br[C:2]1[CH:15]=[N:14][C:5]2[NH:6][C:7](=[O:13])[C:8]([CH3:12])([CH3:11])[NH:9][CH2:10][C:4]=2[CH:3]=1.[CH2:16]([C:18]1[C:22]2[CH:23]=[CH:24][CH:25]=[CH:26][C:21]=2[O:20][C:19]=1[CH2:27][N:28]([CH3:33])[C:29](=[O:32])[CH:30]=[CH2:31])[CH3:17].C(N(C(C)C)C(C)C)C.CC1C=CC=CC=1P(C1C=CC=CC=1C)C1C=CC=CC=1C. The catalyst is C(#N)CC.CN(C=O)C.CC([O-])=O.CC([O-])=O.[Pd+2]. The product is [CH3:11][C:8]1([CH3:12])[C:7](=[O:13])[NH:6][C:5]2[N:14]=[CH:15][C:2](/[CH:31]=[CH:30]/[C:29]([N:28]([CH2:27][C:19]3[O:20][C:21]4[CH:26]=[CH:25][CH:24]=[CH:23][C:22]=4[C:18]=3[CH2:16][CH3:17])[CH3:33])=[O:32])=[CH:3][C:4]=2[CH2:10][NH:9]1. The yield is 0.200. (2) The reactants are [CH3:1][O:2][C:3]([C:5]1([C:8]2[CH:13]=[CH:12][C:11]([OH:14])=[CH:10][CH:9]=2)[CH2:7][CH2:6]1)=[O:4].[C:15]([O:19][C:20](=[O:23])[CH:21]=[CH2:22])([CH3:18])([CH3:17])[CH3:16]. No catalyst specified. The product is [CH3:1][O:2][C:3]([C:5]1([C:8]2[CH:9]=[CH:10][C:11]([O:14][CH2:22][CH2:21][C:20]([O:19][C:15]([CH3:18])([CH3:17])[CH3:16])=[O:23])=[CH:12][CH:13]=2)[CH2:6][CH2:7]1)=[O:4]. The yield is 0.540. (3) The reactants are [NH2:1][C:2]1[CH:7]=[C:6]([C:8]2[C:9]([C:22]3[CH:27]=[CH:26][C:25]([F:28])=[CH:24][CH:23]=3)=[N:10][N:11]([C:13]3[CH:14]=[CH:15][C:16]4[N:17]([CH:19]=[N:20][N:21]=4)[N:18]=3)[CH:12]=2)[CH:5]=[CH:4][N:3]=1.[CH:29]1([C:32](Cl)=[O:33])[CH2:31][CH2:30]1. No catalyst specified. The product is [CH:29]1([C:32]([NH:1][C:2]2[CH:7]=[C:6]([C:8]3[C:9]([C:22]4[CH:27]=[CH:26][C:25]([F:28])=[CH:24][CH:23]=4)=[N:10][N:11]([C:13]4[CH:14]=[CH:15][C:16]5[N:17]([CH:19]=[N:20][N:21]=5)[N:18]=4)[CH:12]=3)[CH:5]=[CH:4][N:3]=2)=[O:33])[CH2:31][CH2:30]1. The yield is 0.370. (4) The reactants are C(=O)([O-])[O-].[K+].[K+].[CH2:7]([N:9]=[C:10]=[O:11])[CH3:8].[Cl:12][C:13]1[C:14]([O:23][C:24]2[CH:28]=[C:27]([C:29]([F:32])([F:31])[F:30])[NH:26][N:25]=2)=[N:15][CH:16]=[C:17]([C:19]([F:22])([F:21])[F:20])[CH:18]=1.Cl. The catalyst is C(OCC)(=O)C. The product is [CH2:7]([NH:9][C:10]([N:26]1[C:27]([C:29]([F:32])([F:31])[F:30])=[CH:28][C:24]([O:23][C:14]2[C:13]([Cl:12])=[CH:18][C:17]([C:19]([F:22])([F:21])[F:20])=[CH:16][N:15]=2)=[N:25]1)=[O:11])[CH3:8]. The yield is 0.516. (5) The reactants are Cl.[F:2][C:3]([F:27])([F:26])[C:4]1[CH:25]=[CH:24][CH:23]=[CH:22][C:5]=1[CH:6]([O:17][CH:18]1[CH2:21][NH:20][CH2:19]1)[C:7]1[CH:12]=[CH:11][C:10]([O:13][CH:14]([F:16])[F:15])=[CH:9][CH:8]=1.C(=O)([O-])[O-].[CH:32]([N:36]=[C:37]=[O:38])([CH2:34][CH3:35])[CH3:33]. The catalyst is C(Cl)Cl. The product is [F:27][C:3]([F:2])([F:26])[C:4]1[CH:25]=[CH:24][CH:23]=[CH:22][C:5]=1[CH:6]([O:17][CH:18]1[CH2:21][N:20]([C:37]([NH:36][CH:32]([CH2:34][CH3:35])[CH3:33])=[O:38])[CH2:19]1)[C:7]1[CH:12]=[CH:11][C:10]([O:13][CH:14]([F:15])[F:16])=[CH:9][CH:8]=1. The yield is 0.700. (6) The reactants are [CH3:1][O:2][C:3]1[CH:9]=[C:8]([O:10][CH3:11])[C:7]([C:12]([F:15])([F:14])[F:13])=[CH:6][C:4]=1[NH2:5].[C:16](Cl)(Cl)=[O:17]. The catalyst is CCOC(C)=O. The product is [N:5]([C:4]1[CH:6]=[C:7]([C:12]([F:14])([F:13])[F:15])[C:8]([O:10][CH3:11])=[CH:9][C:3]=1[O:2][CH3:1])=[C:16]=[O:17]. The yield is 0.850. (7) The reactants are [CH3:1][O:2][C:3](=[O:17])[C:4](=O)[CH2:5][C:6]([C:8]1[CH:13]=[CH:12][C:11]([C:14]#[N:15])=[CH:10][N:9]=1)=O.[Cl:18][C:19]1[N:20]=[N:21][C:22]([NH:25][NH2:26])=[CH:23][CH:24]=1.C(O)(=O)C.Cl. The catalyst is CO. The product is [CH3:1][O:2][C:3]([C:4]1[CH:5]=[C:6]([C:8]2[CH:13]=[CH:12][C:11]([C:14]#[N:15])=[CH:10][N:9]=2)[N:25]([C:22]2[N:21]=[N:20][C:19]([Cl:18])=[CH:24][CH:23]=2)[N:26]=1)=[O:17]. The yield is 0.860. (8) The reactants are [CH2:1]([O:5][CH2:6][C:7]1[CH:12]=[CH:11][C:10]([CH2:13]O)=[CH:9][CH:8]=1)[CH2:2][CH2:3][CH3:4].C1(P(C2C=CC=CC=2)C2C=CC=CC=2)C=CC=CC=1.C(Cl)(Cl)(Cl)[Cl:35]. No catalyst specified. The product is [CH2:1]([O:5][CH2:6][C:7]1[CH:12]=[CH:11][C:10]([CH2:13][Cl:35])=[CH:9][CH:8]=1)[CH2:2][CH2:3][CH3:4]. The yield is 0.860. (9) The reactants are [Br:1][C:2]1[CH:3]=[CH:4][C:5]([OH:10])=[C:6]([CH:9]=1)[CH:7]=O.Br[CH2:12][C:13]([O:15][CH2:16][CH3:17])=[O:14].C([O-])([O-])=O.[K+].[K+].C1CCN2C(=NCCC2)CC1. The catalyst is CC(C)=O.O. The product is [CH2:16]([O:15][C:13]([C:12]1[O:10][C:5]2[CH:4]=[CH:3][C:2]([Br:1])=[CH:9][C:6]=2[CH:7]=1)=[O:14])[CH3:17]. The yield is 0.600.